This data is from Reaction yield outcomes from USPTO patents with 853,638 reactions. The task is: Predict the reaction yield, written as a fraction of the theoretical maximum amount of product (1.0 means a 100% yield; for example, 0.34 means a 34% yield). (1) No catalyst specified. The yield is 0.830. The product is [F:55][C:56]1[CH:57]=[C:58]([NH:63][C:64](=[O:65])[NH:32][C:33]2[CH:34]=[CH:35][C:36]([C:39]3[S:43][C:42]([C:44]([NH:47][S:48]([C:51]([F:52])([F:53])[F:54])(=[O:50])=[O:49])([CH3:45])[CH3:46])=[N:41][CH:40]=3)=[CH:37][CH:38]=2)[CH:59]=[C:60]([F:62])[CH:61]=1. The reactants are FC(F)(F)C1C=C(NC(=O)NC2C=CC(C3SC(CCC(OC)=O)=NC=3)=CC=2)C=CC=1.[NH2:32][C:33]1[CH:38]=[CH:37][C:36]([C:39]2[S:43][C:42]([C:44]([NH:47][S:48]([C:51]([F:54])([F:53])[F:52])(=[O:50])=[O:49])([CH3:46])[CH3:45])=[N:41][CH:40]=2)=[CH:35][CH:34]=1.[F:55][C:56]1[CH:57]=[C:58]([N:63]=[C:64]=[O:65])[CH:59]=[C:60]([F:62])[CH:61]=1. (2) The reactants are [Br:1][C:2]1[N:7]=[CH:6][C:5]([NH2:8])=[CH:4][C:3]=1[CH3:9].Br[C:11]1[CH:19]=[CH:18][CH:17]=[CH:16][C:12]=1[C:13]([OH:15])=[O:14]. No catalyst specified. The product is [Br:1][C:2]1[N:7]=[CH:6][C:5]([NH:8][C:11]2[CH:19]=[CH:18][CH:17]=[CH:16][C:12]=2[C:13]([OH:15])=[O:14])=[CH:4][C:3]=1[CH3:9]. The yield is 0.140. (3) The reactants are [CH3:1][C:2]1[C:8]([CH3:9])=[CH:7][CH:6]=[CH:5][C:3]=1[NH2:4].CC(C)N=C=NC(C)C.[C:19]([O:23][C:24]([N:26]1[CH2:39][CH2:38][C:37]2[C:36]3[C:35]([Cl:40])=[C:34]([Cl:41])[CH:33]=[CH:32][C:31]=3[N:30]([CH2:42][C:43](O)=[O:44])[C:29]=2[CH2:28][CH2:27]1)=[O:25])([CH3:22])([CH3:21])[CH3:20]. The catalyst is CN(C1C=CN=CC=1)C.C1COCC1.CCOC(C)=O. The product is [Cl:41][C:34]1[CH:33]=[CH:32][C:31]2[N:30]([CH2:42][C:43]([NH:4][C:3]3[CH:5]=[CH:6][CH:7]=[C:8]([CH3:9])[C:2]=3[CH3:1])=[O:44])[C:29]3[CH2:28][CH2:27][N:26]([C:24]([O:23][C:19]([CH3:21])([CH3:20])[CH3:22])=[O:25])[CH2:39][CH2:38][C:37]=3[C:36]=2[C:35]=1[Cl:40]. The yield is 0.580. (4) The reactants are C[O:2][C:3](=O)[C@@H:4]([N:16]1[C:22](=[O:23])[CH2:21][CH2:20][N:19]([C:24](=[O:33])[NH:25][C:26]2[CH:31]=[CH:30][CH:29]=[C:28]([Cl:32])[CH:27]=2)[CH2:18][CH2:17]1)[CH2:5][CH2:6][N:7]1[CH2:14][CH2:13][C:10]2([CH2:12][CH2:11]2)[C@H:9]([OH:15])[CH2:8]1.[BH4-].[Li+]. No catalyst specified. The product is [Cl:32][C:28]1[CH:27]=[C:26]([NH:25][C:24]([N:19]2[CH2:20][CH2:21][C:22](=[O:23])[N:16]([C@H:4]([CH2:3][OH:2])[CH2:5][CH2:6][N:7]3[CH2:14][CH2:13][C:10]4([CH2:12][CH2:11]4)[C@H:9]([OH:15])[CH2:8]3)[CH2:17][CH2:18]2)=[O:33])[CH:31]=[CH:30][CH:29]=1. The yield is 0.270. (5) The reactants are [I:1][C:2]1[CH:3]=[C:4]([CH:13]=[CH:14][CH:15]=1)[C:5]([NH:7][NH:8][C:9](=[O:12])[CH2:10][CH3:11])=O.C1(P(C2C=CC=CC=2)C2C=CC=CC=2)C=CC=CC=1.C(Cl)(Cl)(Cl)Cl.C(N(CC)CC)C. The catalyst is C(#N)C. The product is [CH2:10]([C:9]1[O:12][C:5]([C:4]2[CH:13]=[CH:14][CH:15]=[C:2]([I:1])[CH:3]=2)=[N:7][N:8]=1)[CH3:11]. The yield is 0.920. (6) The reactants are [CH:1]1([NH:4][C:5]([NH2:7])=[S:6])[CH2:3][CH2:2]1.[CH3:8][N:9]([CH:11](OC)OC)[CH3:10]. The catalyst is C(O)C. The product is [CH:1]1([NH:4][C:5]([N:7]=[CH:8][N:9]([CH3:11])[CH3:10])=[S:6])[CH2:3][CH2:2]1. The yield is 0.780. (7) The reactants are Cl[CH2:2][CH2:3][O:4][C:5](=[O:30])[NH:6][C:7]1[CH:12]=[CH:11][C:10]([C:13]2[N:14]([CH2:28][CH3:29])[C:15]3[C:20]([C:21]=2[C:22]#[N:23])=[CH:19][CH:18]=[C:17]([O:24][CH:25]([CH3:27])[CH3:26])[CH:16]=3)=[CH:9][CH:8]=1.C([O-])([O-])=O.[K+].[K+].O. The catalyst is CN(C=O)C. The product is [CH2:28]([N:14]1[C:15]2[C:20](=[CH:19][CH:18]=[C:17]([O:24][CH:25]([CH3:27])[CH3:26])[CH:16]=2)[C:21]([C:22]#[N:23])=[C:13]1[C:10]1[CH:11]=[CH:12][C:7]([N:6]2[CH2:2][CH2:3][O:4][C:5]2=[O:30])=[CH:8][CH:9]=1)[CH3:29]. The yield is 0.810. (8) The reactants are [C:1]([N:4]1[C:13]2[C:8](=[CH:9][CH:10]=[CH:11][CH:12]=2)[C@@H:7]([OH:14])[CH2:6][C@@H:5]1[CH3:15])(=[O:3])[CH3:2].[F:16][C:17]1[CH:18]=[C:19]([CH:21]=[CH:22][CH:23]=1)N. No catalyst specified. The product is [C:1]([N:4]1[C:13]2[C:8](=[CH:9][CH:10]=[CH:11][CH:12]=2)[C@H:7]([O:14][C:22]2[CH:21]=[CH:19][CH:18]=[C:17]([F:16])[CH:23]=2)[CH2:6][C@@H:5]1[CH3:15])(=[O:3])[CH3:2]. The yield is 0.470.